From a dataset of Full USPTO retrosynthesis dataset with 1.9M reactions from patents (1976-2016). Predict the reactants needed to synthesize the given product. (1) Given the product [F:18][C:19]1[CH:24]=[CH:23][C:22]([F:25])=[CH:21][C:20]=1[CH:3]1[CH:4]=[CH:5][N:1]([C:6]([O:8][C:9]([CH3:12])([CH3:11])[CH3:10])=[O:7])[CH2:2]1, predict the reactants needed to synthesize it. The reactants are: [N:1]1([C:6]([O:8][C:9]([CH3:12])([CH3:11])[CH3:10])=[O:7])[CH2:5][CH:4]=[CH:3][CH2:2]1.F[B-](F)(F)F.[F:18][C:19]1[CH:24]=[CH:23][C:22]([F:25])=[CH:21][C:20]=1[N+]#N.N1C(C)=CC=CC=1C.FC(F)(F)C(OC(=O)C(F)(F)F)=O. (2) Given the product [CH2:16]([O:15][CH:11]([C:8]1[CH:7]=[CH:6][C:5]([NH2:4])=[CH:10][CH:9]=1)[C:12]([OH:14])=[O:13])[CH3:17], predict the reactants needed to synthesize it. The reactants are: C([NH:4][C:5]1[CH:10]=[CH:9][C:8]([CH:11]([O:15][CH2:16][CH3:17])[C:12]([OH:14])=[O:13])=[CH:7][CH:6]=1)(=O)C.